The task is: Predict the product of the given reaction.. This data is from Forward reaction prediction with 1.9M reactions from USPTO patents (1976-2016). (1) Given the reactants [CH3:1][C:2]1([CH2:7][C:8]2[CH:9]=[C:10]([NH2:14])[CH:11]=[CH:12][CH:13]=2)[O:6][CH2:5][CH2:4][O:3]1.[CH2:15]([N:22]=[C:23]=[O:24])[C:16]1[CH:21]=[CH:20][CH:19]=[CH:18][CH:17]=1, predict the reaction product. The product is: [CH2:15]([NH:22][C:23]([NH:14][C:10]1[CH:11]=[CH:12][CH:13]=[C:8]([CH2:7][C:2]2([CH3:1])[O:3][CH2:4][CH2:5][O:6]2)[CH:9]=1)=[O:24])[C:16]1[CH:21]=[CH:20][CH:19]=[CH:18][CH:17]=1. (2) The product is: [NH:10]1[C:18]2[C:13](=[CH:14][CH:15]=[C:16]([NH:19][C:7]3[CH2:6][CH2:5][CH2:4][C:3](=[O:9])[C:2]=3[CH3:1])[CH:17]=2)[CH:12]=[CH:11]1. Given the reactants [CH3:1][CH:2]1[C:7](=O)[CH2:6][CH2:5][CH2:4][C:3]1=[O:9].[NH:10]1[C:18]2[C:13](=[CH:14][CH:15]=[C:16]([NH2:19])[CH:17]=2)[CH:12]=[CH:11]1, predict the reaction product. (3) Given the reactants [N+:1]([C:4]1[CH:5]=[CH:6][CH:7]=[C:8]2[C:13]=1[N:12]=[CH:11][CH:10]=[C:9]2[O:14][C:15]1[CH:20]=[CH:19][C:18]([NH2:21])=[CH:17][CH:16]=1)([O-:3])=[O:2].ON1C2C=CC=CC=2N=N1.[Cl:32][C:33]1[CH:41]=[CH:40][C:36]([C:37](O)=[O:38])=[CH:35][C:34]=1[C:42]([F:45])([F:44])[F:43].C(N(CC)CC)C, predict the reaction product. The product is: [N+:1]([C:4]1[CH:5]=[CH:6][CH:7]=[C:8]2[C:13]=1[N:12]=[CH:11][CH:10]=[C:9]2[O:14][C:15]1[CH:20]=[CH:19][C:18]([NH:21][C:37](=[O:38])[C:36]2[CH:40]=[CH:41][C:33]([Cl:32])=[C:34]([C:42]([F:45])([F:43])[F:44])[CH:35]=2)=[CH:17][CH:16]=1)([O-:3])=[O:2]. (4) Given the reactants [CH2:1]([O:5][C:6]1[CH:11]=[C:10]([C:12](OCCCC)=[O:13])[CH:9]=[CH:8][C:7]=1[C:19]1[CH:24]=[C:23]([O:25][CH3:26])[CH:22]=[CH:21][C:20]=1[F:27])[CH2:2][CH2:3][CH3:4].[H-].[H-].[H-].[H-].[Li+].[Al+3], predict the reaction product. The product is: [CH2:1]([O:5][C:6]1[CH:11]=[C:10]([CH2:12][OH:13])[CH:9]=[CH:8][C:7]=1[C:19]1[CH:24]=[C:23]([O:25][CH3:26])[CH:22]=[CH:21][C:20]=1[F:27])[CH2:2][CH2:3][CH3:4]. (5) Given the reactants [Br:1][C:2]1[CH:7]=[CH:6][C:5]([OH:8])=[C:4]([O:9][CH3:10])[CH:3]=1.[C:11]12(O)[CH2:20][CH:15]3[CH2:16][CH:17]([CH2:19][CH:13]([CH2:14]3)[CH2:12]1)[CH2:18]2.CS(O)(=O)=O, predict the reaction product. The product is: [C:11]12([C:6]3[CH:7]=[C:2]([Br:1])[CH:3]=[C:4]([O:9][CH3:10])[C:5]=3[OH:8])[CH2:20][CH:15]3[CH2:16][CH:17]([CH2:19][CH:13]([CH2:14]3)[CH2:12]1)[CH2:18]2. (6) Given the reactants B.[C:2]1([S:8]([N:11]2[CH2:16][CH:15]([C:17]3[CH:18]=[C:19]([C:23]4[CH:28]=[CH:27][CH:26]=[C:25]([S:29]([CH3:32])(=[O:31])=[O:30])[CH:24]=4)[CH:20]=[CH:21][CH:22]=3)[N:14]([C:33]3[CH:38]=[CH:37][CH:36]=[CH:35][CH:34]=3)[C:13](=O)[CH2:12]2)(=[O:10])=[O:9])[CH:7]=[CH:6][CH:5]=[CH:4][CH:3]=1.OP([O-])(O)=O.[K+].C(=O)(O)[O-].[Na+], predict the reaction product. The product is: [C:2]1([S:8]([N:11]2[CH2:12][CH2:13][N:14]([C:33]3[CH:34]=[CH:35][CH:36]=[CH:37][CH:38]=3)[CH:15]([C:17]3[CH:18]=[C:19]([C:23]4[CH:28]=[CH:27][CH:26]=[C:25]([S:29]([CH3:32])(=[O:31])=[O:30])[CH:24]=4)[CH:20]=[CH:21][CH:22]=3)[CH2:16]2)(=[O:9])=[O:10])[CH:3]=[CH:4][CH:5]=[CH:6][CH:7]=1. (7) Given the reactants [Br:1][C:2]1[CH:7]=[CH:6][C:5]2[CH:8]([C:10]([OH:12])=O)[CH2:9][C:4]=2[C:3]=1[Cl:13].[O-]P1(OP([O-])(=O)OP([O-])(=O)OP([O-])(=O)O1)=O.[Na+].[Na+].[Na+].[Na+].[CH2:34]([NH:41][CH2:42][CH:43]([OH:45])[CH3:44])[C:35]1[CH:40]=[CH:39][CH:38]=[CH:37][CH:36]=1.C(N(CC)CC)C, predict the reaction product. The product is: [CH2:34]([N:41]([CH2:42][CH:43]([OH:45])[CH3:44])[C:10]([CH:8]1[C:5]2[CH:6]=[CH:7][C:2]([Br:1])=[C:3]([Cl:13])[C:4]=2[CH2:9]1)=[O:12])[C:35]1[CH:40]=[CH:39][CH:38]=[CH:37][CH:36]=1.